From a dataset of Full USPTO retrosynthesis dataset with 1.9M reactions from patents (1976-2016). Predict the reactants needed to synthesize the given product. Given the product [CH:24]1([C:18]2[C:19]([C:20]3[NH:33][C:31]([CH3:32])=[N:43][N:22]=3)=[CH:23][C:15]([C:13]([N:11]3[CH2:12][CH:9]([C:6]4[CH:7]=[CH:8][C:3]([C:1]#[N:2])=[CH:4][CH:5]=4)[CH2:10]3)=[O:14])=[C:16]([CH3:28])[CH:17]=2)[CH2:27][CH2:26][CH2:25]1, predict the reactants needed to synthesize it. The reactants are: [C:1]([C:3]1[CH:8]=[CH:7][C:6]([CH:9]2[CH2:12][N:11]([C:13]([C:15]3[C:16]([CH3:28])=[CH:17][C:18]([CH:24]4[CH2:27][CH2:26][CH2:25]4)=[C:19]([CH:23]=3)[C:20]([NH2:22])=O)=[O:14])[CH2:10]2)=[CH:5][CH:4]=1)#[N:2].CO[C:31](OC)([N:33](C)C)[CH3:32].C(O)(=O)C.O.[NH2:43]N.